From a dataset of Forward reaction prediction with 1.9M reactions from USPTO patents (1976-2016). Predict the product of the given reaction. Given the reactants Cl.[NH2:2][CH2:3][C:4]1[CH:27]=[CH:26][C:7]([CH2:8][O:9][C:10]2[CH:15]=[CH:14][C:13]([C:16](=[O:20])[CH:17]([CH3:19])[CH3:18])=[C:12]([OH:21])[C:11]=2[C:22]([F:25])([F:24])[F:23])=[CH:6][CH:5]=1.[CH3:28][N:29]1[CH:33]=[C:32]([C:34](O)=[O:35])[N:31]=[CH:30]1.O.ON1C2C=CC=CC=2N=N1.C(N(C(C)C)CC)(C)C.Cl.CN(C)CCCN=C=NCC, predict the reaction product. The product is: [OH:21][C:12]1[C:11]([C:22]([F:23])([F:24])[F:25])=[C:10]([CH:15]=[CH:14][C:13]=1[C:16](=[O:20])[CH:17]([CH3:19])[CH3:18])[O:9][CH2:8][C:7]1[CH:6]=[CH:5][C:4]([CH2:3][NH:2][C:34]([C:32]2[N:31]=[CH:30][N:29]([CH3:28])[CH:33]=2)=[O:35])=[CH:27][CH:26]=1.